Dataset: Catalyst prediction with 721,799 reactions and 888 catalyst types from USPTO. Task: Predict which catalyst facilitates the given reaction. (1) Reactant: [Li+].C[Si]([N-][Si](C)(C)C)(C)C.[C:11]1([N:17]2[CH2:22][CH2:21][C:20](=[O:23])[CH2:19][CH2:18]2)[CH:16]=[CH:15][CH:14]=[CH:13][CH:12]=1.C1(N([S:31]([C:34]([F:37])([F:36])[F:35])(=[O:33])=[O:32])[S:31]([C:34]([F:37])([F:36])[F:35])(=[O:33])=[O:32])C=CC=CC=1. Product: [F:35][C:34]([F:37])([F:36])[S:31]([O:23][C:20]1[CH2:21][CH2:22][N:17]([C:11]2[CH:16]=[CH:15][CH:14]=[CH:13][CH:12]=2)[CH2:18][CH:19]=1)(=[O:33])=[O:32]. The catalyst class is: 1. (2) Reactant: [NH2:1][C:2]1[CH:3]=[C:4]2[C:9](=[CH:10][CH:11]=1)[C:8]([OH:12])=[N:7][CH:6]=[CH:5]2.CO[Si](C)(C)C.F[C:20](=[O:35])[C@H:21]([NH:27][C:28](=[O:34])[O:29][C:30]([CH3:33])([CH3:32])[CH3:31])[C:22]1[CH:26]=[CH:25][S:24][CH:23]=1.CCOC(C)=O. Product: [OH:12][C:8]1[C:9]2[C:4](=[CH:3][C:2]([NH:1][C:20](=[O:35])[C@H:21]([NH:27][C:28](=[O:34])[O:29][C:30]([CH3:31])([CH3:33])[CH3:32])[C:22]3[CH:26]=[CH:25][S:24][CH:23]=3)=[CH:11][CH:10]=2)[CH:5]=[CH:6][N:7]=1. The catalyst class is: 3. (3) Reactant: [N+:1]([C:4]1[CH:5]=[C:6]2[C:11](=[CH:12][CH:13]=1)[NH:10][C:9](=O)[NH:8][C:7]2=O)([O-:3])=[O:2].CN1CCN(C)C1=O.P(Cl)(Cl)([Cl:26])=O.C(N(CC)CC)C.[CH:36]1([NH2:41])[CH2:40][CH2:39][CH2:38][CH2:37]1. Product: [Cl:26][C:9]1[N:8]=[C:7]([NH:41][CH:36]2[CH2:40][CH2:39][CH2:38][CH2:37]2)[C:6]2[C:11](=[CH:12][CH:13]=[C:4]([N+:1]([O-:3])=[O:2])[CH:5]=2)[N:10]=1. The catalyst class is: 6. (4) Reactant: [N+:1]([C:4]1[C:5]([C:16]#[C:17][Si](C)(C)C)=[C:6]([C:10]#[C:11][Si](C)(C)C)[CH:7]=[CH:8][CH:9]=1)([O-:3])=[O:2].[F-:22].[Cs+].[F:24][C:25]1[N:30]=[C:29]([F:31])[C:28]([F:32])=[C:27](F)[C:26]=1[F:34].ClCCl. Product: [N+:1]([C:4]1[C:5]([C:16]#[C:17][C:27]2[C:28]([F:32])=[C:29]([F:31])[N:30]=[C:25]([F:24])[C:26]=2[F:34])=[C:6]([C:10]#[C:11][C:27]2[C:26]([F:22])=[C:25]([F:24])[N:30]=[C:29]([F:31])[C:28]=2[F:32])[CH:7]=[CH:8][CH:9]=1)([O-:3])=[O:2]. The catalyst class is: 163. (5) Reactant: [CH2:1]([O:7][C:8]1[C:9](=[O:26])[O:10][C:11]2[CH:18]=[CH:17][CH:16]=[C:15]([O:19][CH2:20][C:21]([O:23]CC)=[O:22])[C:12]=2[C:13]=1[OH:14])[CH2:2][CH2:3][CH2:4][CH2:5][CH3:6].[OH-].[Na+].Cl. Product: [CH2:1]([O:7][C:8]1[C:9](=[O:26])[O:10][C:11]2[CH:18]=[CH:17][CH:16]=[C:15]([O:19][CH2:20][C:21]([OH:23])=[O:22])[C:12]=2[C:13]=1[OH:14])[CH2:2][CH2:3][CH2:4][CH2:5][CH3:6]. The catalyst class is: 8. (6) Reactant: [Cl:1][C:2]1[CH:7]=[CH:6][C:5]([NH2:8])=[CH:4][C:3]=1[C:9]1[N:13]([CH3:14])[C:12]2[CH:15]=[CH:16][C:17]([CH3:19])=[CH:18][C:11]=2[N:10]=1.N1C=CC=CC=1.Cl[C:27]([O:29][CH3:30])=[O:28]. Product: [CH3:30][O:29][C:27](=[O:28])[NH:8][C:5]1[CH:6]=[CH:7][C:2]([Cl:1])=[C:3]([C:9]2[N:13]([CH3:14])[C:12]3[CH:15]=[CH:16][C:17]([CH3:19])=[CH:18][C:11]=3[N:10]=2)[CH:4]=1. The catalyst class is: 22. (7) Reactant: [CH:1]1([CH2:4][C@H:5]([N:9]2[CH2:17][C:16]3[C:11](=[CH:12][CH:13]=[CH:14][CH:15]=3)[C:10]2=[O:18])[C:6]([OH:8])=O)[CH2:3][CH2:2]1.[CH3:19][O:20][C:21]([CH3:30])([CH3:29])[CH2:22][N:23]1[CH:27]=[CH:26][C:25]([NH2:28])=[N:24]1.F[P-](F)(F)(F)(F)F.N1(O[P+](N(C)C)(N(C)C)N(C)C)C2C=CC=CC=2N=N1.C(N(CC)C(C)C)(C)C. Product: [CH:1]1([CH2:4][C@H:5]([N:9]2[CH2:17][C:16]3[C:11](=[CH:12][CH:13]=[CH:14][CH:15]=3)[C:10]2=[O:18])[C:6]([NH:28][C:25]2[CH:26]=[CH:27][N:23]([CH2:22][C:21]([O:20][CH3:19])([CH3:29])[CH3:30])[N:24]=2)=[O:8])[CH2:2][CH2:3]1. The catalyst class is: 2. (8) Reactant: [Cl:1][C:2]1[N:3]=[N:4][C:5]([Cl:8])=[CH:6][CH:7]=1.[F:9][C:10](C)([CH3:14])[C:11](O)=O.S(=O)(=O)(O)O.S(OOS([O-])(=O)=O)([O-])(=O)=O.[NH4+].[NH4+].[OH-].[NH4+]. Product: [Cl:1][C:2]1[N:3]=[N:4][C:5]([Cl:8])=[CH:6][C:7]=1[C:10]([F:9])([CH3:14])[CH3:11]. The catalyst class is: 716.